Task: Predict the reaction yield, written as a fraction of the theoretical maximum amount of product (1.0 means a 100% yield; for example, 0.34 means a 34% yield).. Dataset: Reaction yield outcomes from USPTO patents with 853,638 reactions (1) The reactants are [Cl:1][C:2]1[N:3]=[CH:4][N:5]([C:7]2[C:12]([O:13][CH3:14])=[CH:11][C:10]([N+:15]([O-])=O)=[CH:9][N:8]=2)[CH:6]=1.C(O)C.C(O)(=O)C.[OH-].[Na+]. The catalyst is [Fe].O. The product is [Cl:1][C:2]1[N:3]=[CH:4][N:5]([C:7]2[N:8]=[CH:9][C:10]([NH2:15])=[CH:11][C:12]=2[O:13][CH3:14])[CH:6]=1. The yield is 0.710. (2) The reactants are [Cl-].[Al+3].[Cl-].[Cl-].[Cl:5][CH2:6][C:7](Cl)=[O:8].[NH:10]1[C:18]2[C:13](=[CH:14][CH:15]=[CH:16][CH:17]=2)[CH2:12][C:11]1=[O:19]. The catalyst is C(=S)=S. The product is [Cl:5][CH2:6][C:7]([C:15]1[CH:14]=[C:13]2[C:18](=[CH:17][CH:16]=1)[NH:10][C:11](=[O:19])[CH2:12]2)=[O:8]. The yield is 0.970. (3) The catalyst is C(Cl)Cl. The product is [CH2:1]([O:3][C:4](=[O:27])[NH:5][C:6]1[CH:11]=[CH:10][CH:9]=[C:8]([C:12]2[N:13]([CH2:25][CH3:26])[C:14]3[C:19]([C:20]=2[C:21]#[N:22])=[CH:18][CH:17]=[C:16]([OH:23])[CH:15]=3)[CH:7]=1)[CH3:2]. The yield is 0.980. The reactants are [CH2:1]([O:3][C:4](=[O:27])[NH:5][C:6]1[CH:11]=[CH:10][CH:9]=[C:8]([C:12]2[N:13]([CH2:25][CH3:26])[C:14]3[C:19]([C:20]=2[C:21]#[N:22])=[CH:18][CH:17]=[C:16]([O:23]C)[CH:15]=3)[CH:7]=1)[CH3:2].B(Br)(Br)Br. (4) The reactants are [CH3:1][C:2]([C:7]1[NH:8][C:9]2[C:14]([CH:15]=1)=[CH:13][C:12]([N+:16]([O-:18])=[O:17])=[CH:11][CH:10]=2)([CH3:6])[C:3]([NH2:5])=O.Cl. The catalyst is C1COCC1. The product is [CH3:6][C:2]([C:7]1[NH:8][C:9]2[C:14]([CH:15]=1)=[CH:13][C:12]([N+:16]([O-:18])=[O:17])=[CH:11][CH:10]=2)([CH3:1])[CH2:3][NH2:5]. The yield is 0.430.